Dataset: Peptide-MHC class II binding affinity with 134,281 pairs from IEDB. Task: Regression. Given a peptide amino acid sequence and an MHC pseudo amino acid sequence, predict their binding affinity value. This is MHC class II binding data. (1) The peptide sequence is LSPILFECLIHPMLG. The MHC is HLA-DQA10102-DQB10602 with pseudo-sequence HLA-DQA10102-DQB10602. The binding affinity (normalized) is 0.287. (2) The peptide sequence is ENVIDVKLVDANGKL. The MHC is HLA-DQA10501-DQB10301 with pseudo-sequence HLA-DQA10501-DQB10301. The binding affinity (normalized) is 0.336. (3) The peptide sequence is GLLYTVKYPNLSDLD. The MHC is DRB1_0404 with pseudo-sequence DRB1_0404. The binding affinity (normalized) is 0.573. (4) The peptide sequence is KMIGGIGGFIKVRQYDQISI. The MHC is DRB1_0401 with pseudo-sequence DRB1_0401. The binding affinity (normalized) is 0.174. (5) The peptide sequence is KKTLLDLLKLTVAVGLH. The MHC is DRB1_0301 with pseudo-sequence DRB1_0301. The binding affinity (normalized) is 0.525. (6) The peptide sequence is AAATAGTTLYGAFAA. The MHC is HLA-DQA10401-DQB10402 with pseudo-sequence HLA-DQA10401-DQB10402. The binding affinity (normalized) is 0.442. (7) The peptide sequence is AAATAGTTVYGAVAA. The MHC is HLA-DPA10103-DPB10401 with pseudo-sequence HLA-DPA10103-DPB10401. The binding affinity (normalized) is 0.101.